From a dataset of Forward reaction prediction with 1.9M reactions from USPTO patents (1976-2016). Predict the product of the given reaction. (1) Given the reactants [CH:1]1[C:14]2[CH:13]([C:15]([O:17][CH3:18])=[O:16])[C:12]3[C:7](=[CH:8][CH:9]=[CH:10][CH:11]=3)[O:6][C:5]=2[CH:4]=[CH:3][CH:2]=1.CC(C)([O-])C.[K+].[F:25][CH:26]([F:28])Cl, predict the reaction product. The product is: [F:25][CH:26]([F:28])[C:13]1([C:15]([O:17][CH3:18])=[O:16])[C:14]2[CH:1]=[CH:2][CH:3]=[CH:4][C:5]=2[O:6][C:7]2[C:12]1=[CH:11][CH:10]=[CH:9][CH:8]=2. (2) Given the reactants [OH:1][C:2]1[CH:10]=[CH:9][C:5]([C:6]([OH:8])=[O:7])=[CH:4][CH:3]=1.O.[C:12](OC(=O)C)(=[O:14])[CH3:13], predict the reaction product. The product is: [C:12]([O:1][C:2]1[CH:10]=[CH:9][C:5]([C:6]([OH:8])=[O:7])=[CH:4][CH:3]=1)(=[O:14])[CH3:13]. (3) Given the reactants CO.O.[CH2:4]([O:6][C:7]([C:9]1[CH:10]=[N:11][NH:12][C:13]=1[N:14]1[C:18](=[O:19])[NH:17][C:16]([CH:20]([C:37]2[C:38]([F:49])=[C:39]3[C:44](=[C:45]([O:47][CH3:48])[CH:46]=2)[O:43][CH2:42][CH2:41][CH2:40]3)[NH:21][C:22]2[CH:27]=[CH:26][C:25]([C:28]3[N:32]=C(C(F)(F)F)O[N:29]=3)=[CH:24][CH:23]=2)=[N:15]1)=[O:8])[CH3:5], predict the reaction product. The product is: [CH2:4]([O:6][C:7]([C:9]1[CH:10]=[N:11][NH:12][C:13]=1[N:14]1[C:18](=[O:19])[NH:17][C:16]([CH:20]([NH:21][C:22]2[CH:27]=[CH:26][C:25]([C:28](=[NH:29])[NH2:32])=[CH:24][CH:23]=2)[C:37]2[C:38]([F:49])=[C:39]3[C:44](=[C:45]([O:47][CH3:48])[CH:46]=2)[O:43][CH2:42][CH2:41][CH2:40]3)=[N:15]1)=[O:8])[CH3:5]. (4) Given the reactants [C:1]([CH2:4][CH2:5][C:6]([N+:17]([O-:19])=[O:18])([CH2:12][CH2:13][C:14]([OH:16])=[O:15])[CH2:7][CH2:8][C:9]([OH:11])=[O:10])([OH:3])=[O:2].FC(F)(F)C(O[C:25]1[C:30]([F:31])=[C:29]([F:32])[C:28]([F:33])=[C:27]([F:34])[C:26]=1[F:35])=O, predict the reaction product. The product is: [N+:17]([C:6]([CH2:5][CH2:4][C:1](=[O:3])[O:2][C:25]1[C:26]([F:35])=[C:27]([F:34])[C:28]([F:33])=[C:29]([F:32])[C:30]=1[F:31])([CH2:12][CH2:13][C:14]([O:16][C:25]1[C:26]([F:35])=[C:27]([F:34])[C:28]([F:33])=[C:29]([F:32])[C:30]=1[F:31])=[O:15])[CH2:7][CH2:8][C:9]([O:11][C:25]1[C:26]([F:35])=[C:27]([F:34])[C:28]([F:33])=[C:29]([F:32])[C:30]=1[F:31])=[O:10])([O-:19])=[O:18]. (5) Given the reactants C[C:2]1[NH:3][C:4]2[C:9]([CH:10]=1)=[CH:8][C:7]([N:11]1[CH2:16][CH2:15][NH:14][CH2:13][CH2:12]1)=[CH:6][CH:5]=2.Cl[CH2:18][C:19]([C:21]1[CH:22]=[CH:23][C:24]2[O:29][CH2:28][C:27](=[O:30])[NH:26][C:25]=2[CH:31]=1)=[O:20].[C:32](#N)C, predict the reaction product. The product is: [CH3:32][C:4]1[NH:3][C:2]2[C:6]([CH:5]=1)=[C:7]([N:11]1[CH2:12][CH2:13][N:14]([CH2:18][C:19]([C:21]3[CH:22]=[CH:23][C:24]4[O:29][CH2:28][C:27](=[O:30])[NH:26][C:25]=4[CH:31]=3)=[O:20])[CH2:15][CH2:16]1)[CH:8]=[CH:9][CH:10]=2. (6) Given the reactants [CH3:1][N:2]([CH3:14])[C@@H:3]([CH3:13])[CH2:4][O:5][C:6]1[CH:7]=[CH:8][C:9]([Cl:12])=[N:10][CH:11]=1.O.[C:16]1([CH3:26])[CH:21]=[CH:20][C:19]([S:22]([OH:25])(=[O:24])=[O:23])=[CH:18][CH:17]=1.C(OCC)C, predict the reaction product. The product is: [C:16]1([CH3:26])[CH:17]=[CH:18][C:19]([S:22]([OH:25])(=[O:23])=[O:24])=[CH:20][CH:21]=1.[CH3:1][N:2]([CH3:14])[C@@H:3]([CH3:13])[CH2:4][O:5][C:6]1[CH:7]=[CH:8][C:9]([Cl:12])=[N:10][CH:11]=1.